From a dataset of Full USPTO retrosynthesis dataset with 1.9M reactions from patents (1976-2016). Predict the reactants needed to synthesize the given product. Given the product [Cl:12][C:11]1[CH:10]=[CH:9][C:4]([C:5]([O:7][CH3:8])=[O:6])=[C:3]([NH:13][CH2:14][CH2:15][CH2:16][OH:17])[C:2]=1[NH:1][C:19](=[S:20])[NH:18][C:21]1[CH:26]=[N:25][C:24]([O:27][CH3:28])=[CH:23][C:22]=1[CH3:29], predict the reactants needed to synthesize it. The reactants are: [NH2:1][C:2]1[C:3]([NH:13][CH2:14][CH2:15][CH2:16][OH:17])=[C:4]([CH:9]=[CH:10][C:11]=1[Cl:12])[C:5]([O:7][CH3:8])=[O:6].[N:18]([C:21]1[C:22]([CH3:29])=[CH:23][C:24]([O:27][CH3:28])=[N:25][CH:26]=1)=[C:19]=[S:20].